Predict the product of the given reaction. From a dataset of Forward reaction prediction with 1.9M reactions from USPTO patents (1976-2016). (1) Given the reactants [C:1]([O:5][C:6]([N:8]1[CH2:13][CH2:12][CH:11]([CH2:14][O:15]S(C2C=CC(C)=CC=2)(=O)=O)[CH2:10][CH2:9]1)=[O:7])([CH3:4])([CH3:3])[CH3:2].[Cl:26][C:27]1[CH:28]=[C:29]([CH:50]=[CH:51][C:52]=1[O:53][CH2:54][C:55]1[CH:60]=[CH:59][CH:58]=[C:57]([F:61])[CH:56]=1)[NH:30][C:31]1[C:40]2[C:35](=[CH:36][C:37](O)=[CH:38][C:39]=2[O:41][CH:42]2[CH2:47][CH2:46][N:45]([CH3:48])[CH2:44][CH2:43]2)[N:34]=[CH:33][N:32]=1, predict the reaction product. The product is: [Cl:26][C:27]1[CH:28]=[C:29]([CH:50]=[CH:51][C:52]=1[O:53][CH2:54][C:55]1[CH:60]=[CH:59][CH:58]=[C:57]([F:61])[CH:56]=1)[NH:30][C:31]1[C:40]2[C:35](=[CH:36][C:37]([O:15][CH2:14][CH:11]3[CH2:10][CH2:9][N:8]([C:6]([O:5][C:1]([CH3:2])([CH3:3])[CH3:4])=[O:7])[CH2:13][CH2:12]3)=[CH:38][C:39]=2[O:41][CH:42]2[CH2:47][CH2:46][N:45]([CH3:48])[CH2:44][CH2:43]2)[N:34]=[CH:33][N:32]=1. (2) Given the reactants [NH2:1][C@H:2]1[C:10]2[C:5](=[CH:6][CH:7]=[CH:8][CH:9]=2)[CH2:4][C@H:3]1[OH:11].C(N(CC)CC)C.Cl[CH2:20][CH2:21][N:22]([CH2:33][CH2:34]Cl)[S:23]([C:26]1[CH:31]=[CH:30][C:29]([CH3:32])=[CH:28][CH:27]=1)(=[O:25])=[O:24], predict the reaction product. The product is: [CH3:32][C:29]1[CH:30]=[CH:31][C:26]([S:23]([N:22]2[CH2:21][CH2:20][N:1]([C@H:2]3[C:10]4[C:5](=[CH:6][CH:7]=[CH:8][CH:9]=4)[CH2:4][C@H:3]3[OH:11])[CH2:34][CH2:33]2)(=[O:25])=[O:24])=[CH:27][CH:28]=1. (3) Given the reactants [OH:1][C:2]1[CH:10]=[C:9]([F:11])[CH:8]=[CH:7][C:3]=1[C:4](O)=O.[NH2:12][C:13]1[CH:18]=[CH:17][C:16]([O:19][CH3:20])=[CH:15][C:14]=1[SH:21].C([O-])(O)=O.[Na+], predict the reaction product. The product is: [CH3:20][O:19][C:16]1[CH:17]=[CH:18][C:13]2[N:12]=[C:4]([C:3]3[CH:7]=[CH:8][C:9]([F:11])=[CH:10][C:2]=3[OH:1])[S:21][C:14]=2[CH:15]=1. (4) The product is: [Cl:18][C:8]1[CH:9]=[C:10]([C:14]([F:17])([F:16])[F:15])[CH:11]=[C:12]([Cl:13])[C:7]=1[N:6]1[C:2]([NH:25][CH3:24])=[C:3]([N+:21]([O-:23])=[O:22])[C:4]([C:19]#[N:20])=[N:5]1. Given the reactants Br[C:2]1[N:6]([C:7]2[C:12]([Cl:13])=[CH:11][C:10]([C:14]([F:17])([F:16])[F:15])=[CH:9][C:8]=2[Cl:18])[N:5]=[C:4]([C:19]#[N:20])[C:3]=1[N+:21]([O-:23])=[O:22].[CH3:24][NH2:25].O, predict the reaction product. (5) Given the reactants [OH:1][CH2:2][CH:3]([CH3:37])[O:4][C:5]1[CH:10]=[CH:9][C:8]([N:11]2[C:16](=[O:17])[C:15]([CH2:18][C:19]3[CH:24]=[CH:23][C:22]([C:25]4[C:26]([C:31]#[N:32])=[CH:27][CH:28]=[CH:29][CH:30]=4)=[CH:21][CH:20]=3)=[C:14]([CH2:33][CH2:34][CH3:35])[N:13]=[C:12]2[CH3:36])=[CH:7][CH:6]=1.[H-].[Na+].CI.[C:42](OCC)(=O)C, predict the reaction product. The product is: [CH3:42][O:1][CH2:2][CH:3]([CH3:37])[O:4][C:5]1[CH:10]=[CH:9][C:8]([N:11]2[C:16](=[O:17])[C:15]([CH2:18][C:19]3[CH:24]=[CH:23][C:22]([C:25]4[C:26]([C:31]#[N:32])=[CH:27][CH:28]=[CH:29][CH:30]=4)=[CH:21][CH:20]=3)=[C:14]([CH2:33][CH2:34][CH3:35])[N:13]=[C:12]2[CH3:36])=[CH:7][CH:6]=1. (6) Given the reactants [CH2:1]([N:8]([CH2:30][C@H:31]([OH:38])[C:32]1[CH:37]=[CH:36][CH:35]=[CH:34][CH:33]=1)[CH2:9][CH2:10][C:11]1[CH:16]=[CH:15][C:14]([C:17]2[CH:22]=[CH:21][C:20]([C:23]([O:25][CH3:26])=[O:24])=[C:19]([N+:27]([O-:29])=[O:28])[CH:18]=2)=[CH:13][CH:12]=1)[C:2]1[CH:7]=[CH:6][CH:5]=[CH:4][CH:3]=1.[O:39]1[CH:44]=[CH:43][CH2:42][CH2:41][CH2:40]1.C1(C)C=CC(S([O-])(=O)=O)=CC=1.[NH+]1C=CC=CC=1.C(=O)(O)[O-].[Na+], predict the reaction product. The product is: [CH2:1]([N:8]([CH2:30][C@@H:31]([C:32]1[CH:37]=[CH:36][CH:35]=[CH:34][CH:33]=1)[O:38][CH:40]1[CH2:41][CH2:42][CH2:43][CH2:44][O:39]1)[CH2:9][CH2:10][C:11]1[CH:12]=[CH:13][C:14]([C:17]2[CH:22]=[CH:21][C:20]([C:23]([O:25][CH3:26])=[O:24])=[C:19]([N+:27]([O-:29])=[O:28])[CH:18]=2)=[CH:15][CH:16]=1)[C:2]1[CH:3]=[CH:4][CH:5]=[CH:6][CH:7]=1.